Dataset: Reaction yield outcomes from USPTO patents with 853,638 reactions. Task: Predict the reaction yield, written as a fraction of the theoretical maximum amount of product (1.0 means a 100% yield; for example, 0.34 means a 34% yield). The reactants are Cl.[CH2:2]([O:4][C:5]([CH:7]1[C:12](=[O:13])[CH2:11][CH2:10][NH:9][CH2:8]1)=[O:6])[CH3:3].[CH3:14][C:15]([O:18][C:19](O[C:19]([O:18][C:15]([CH3:17])([CH3:16])[CH3:14])=[O:20])=[O:20])([CH3:17])[CH3:16]. The catalyst is O. The product is [CH2:2]([O:4][C:5]([CH:7]1[C:12](=[O:13])[CH2:11][CH2:10][N:9]([C:19]([O:18][C:15]([CH3:17])([CH3:16])[CH3:14])=[O:20])[CH2:8]1)=[O:6])[CH3:3]. The yield is 1.09.